This data is from NCI-60 drug combinations with 297,098 pairs across 59 cell lines. The task is: Regression. Given two drug SMILES strings and cell line genomic features, predict the synergy score measuring deviation from expected non-interaction effect. (1) Drug 1: C1C(C(OC1N2C=NC(=NC2=O)N)CO)O. Drug 2: CC1C(C(CC(O1)OC2CC(CC3=C2C(=C4C(=C3O)C(=O)C5=CC=CC=C5C4=O)O)(C(=O)C)O)N)O. Cell line: LOX IMVI. Synergy scores: CSS=42.1, Synergy_ZIP=-0.0743, Synergy_Bliss=-1.32, Synergy_Loewe=-33.1, Synergy_HSA=-1.08. (2) Drug 1: C1=CC(=C2C(=C1NCCNCCO)C(=O)C3=C(C=CC(=C3C2=O)O)O)NCCNCCO. Drug 2: CCCS(=O)(=O)NC1=C(C(=C(C=C1)F)C(=O)C2=CNC3=C2C=C(C=N3)C4=CC=C(C=C4)Cl)F. Cell line: OVCAR3. Synergy scores: CSS=29.8, Synergy_ZIP=3.64, Synergy_Bliss=3.95, Synergy_Loewe=-5.04, Synergy_HSA=2.90. (3) Drug 1: CC1OCC2C(O1)C(C(C(O2)OC3C4COC(=O)C4C(C5=CC6=C(C=C35)OCO6)C7=CC(=C(C(=C7)OC)O)OC)O)O. Drug 2: CC(C)(C#N)C1=CC(=CC(=C1)CN2C=NC=N2)C(C)(C)C#N. Cell line: K-562. Synergy scores: CSS=34.3, Synergy_ZIP=-0.284, Synergy_Bliss=-1.86, Synergy_Loewe=-4.26, Synergy_HSA=-1.96. (4) Drug 1: CC(C1=C(C=CC(=C1Cl)F)Cl)OC2=C(N=CC(=C2)C3=CN(N=C3)C4CCNCC4)N. Drug 2: CC(C)(C#N)C1=CC(=CC(=C1)CN2C=NC=N2)C(C)(C)C#N. Cell line: OVCAR-4. Synergy scores: CSS=0.624, Synergy_ZIP=0.452, Synergy_Bliss=-1.45, Synergy_Loewe=-0.125, Synergy_HSA=-2.38. (5) Drug 1: CC1=C(C(=O)C2=C(C1=O)N3CC4C(C3(C2COC(=O)N)OC)N4)N. Drug 2: CC12CCC3C(C1CCC2OP(=O)(O)O)CCC4=C3C=CC(=C4)OC(=O)N(CCCl)CCCl.[Na+]. Cell line: TK-10. Synergy scores: CSS=10.8, Synergy_ZIP=-6.60, Synergy_Bliss=0.754, Synergy_Loewe=-5.93, Synergy_HSA=-1.86. (6) Drug 1: CC12CCC(CC1=CCC3C2CCC4(C3CC=C4C5=CN=CC=C5)C)O. Drug 2: CC1C(C(CC(O1)OC2CC(CC3=C2C(=C4C(=C3O)C(=O)C5=C(C4=O)C(=CC=C5)OC)O)(C(=O)C)O)N)O.Cl. Cell line: TK-10. Synergy scores: CSS=31.0, Synergy_ZIP=-0.853, Synergy_Bliss=7.86, Synergy_Loewe=-3.45, Synergy_HSA=6.38. (7) Drug 1: C1=CC(=CC=C1CC(C(=O)O)N)N(CCCl)CCCl.Cl. Drug 2: C1C(C(OC1N2C=C(C(=O)NC2=O)F)CO)O. Cell line: DU-145. Synergy scores: CSS=45.8, Synergy_ZIP=3.75, Synergy_Bliss=3.89, Synergy_Loewe=-32.2, Synergy_HSA=3.37.